From a dataset of Full USPTO retrosynthesis dataset with 1.9M reactions from patents (1976-2016). Predict the reactants needed to synthesize the given product. (1) The reactants are: [CH3:1][S:2](Cl)(=[O:4])=[O:3].C(N(CC)CC)C.[CH2:13]([C:15]([CH2:22][OH:23])([CH2:18][CH2:19][CH2:20][CH3:21])[CH:16]=[O:17])[CH3:14]. Given the product [CH2:13]([C:15]([CH2:22][O:23][S:2]([CH3:1])(=[O:4])=[O:3])([CH2:18][CH2:19][CH2:20][CH3:21])[CH:16]=[O:17])[CH3:14], predict the reactants needed to synthesize it. (2) Given the product [CH3:1][O:2][C:3]([C:5]1[CH:14]=[C:13]2[C:8]([CH:9]=[CH:10][N:11]=[C:12]2[CH:15]2[CH2:16][CH2:17]2)=[C:7]([OH:18])[CH:6]=1)=[O:4], predict the reactants needed to synthesize it. The reactants are: [CH3:1][O:2][C:3]([C:5]1[CH:14]=[C:13]2[C:8]([CH:9]=[CH:10][N:11]=[C:12]2[CH:15]2[CH2:17][CH2:16]2)=[C:7]([O:18]C(=O)C)[CH:6]=1)=[O:4].C([O-])([O-])=O.[K+].[K+].Cl. (3) Given the product [CH3:38][O:39][NH:40][C:11]([NH:12][CH:13]([CH3:35])[C:14]#[C:15][C:16]1[S:20][C:19]([O:21][C:22]2[CH:23]=[CH:24][C:25]([O:28][C:29]3[CH:30]=[CH:31][CH:32]=[CH:33][CH:34]=3)=[CH:26][CH:27]=2)=[N:18][CH:17]=1)=[O:10], predict the reactants needed to synthesize it. The reactants are: [N+](C1C=CC([O:10][C:11](=O)[NH:12][CH:13]([CH3:35])[C:14]#[C:15][C:16]2[S:20][C:19]([O:21][C:22]3[CH:27]=[CH:26][C:25]([O:28][C:29]4[CH:34]=[CH:33][CH:32]=[CH:31][CH:30]=4)=[CH:24][CH:23]=3)=[N:18][CH:17]=2)=CC=1)([O-])=O.Cl.[CH3:38][O:39][NH2:40].C(N(CC)CC)C. (4) Given the product [CH3:1][C:2]1[C:37]([CH3:38])=[CH:36][CH:35]=[CH:34][C:3]=1[C:4]([NH:6][C:7]1[CH:19]=[C:18]([C:20]2[CH:25]=[CH:24][C:23]([OH:26])=[CH:22][CH:21]=2)[CH:17]=[CH:16][C:8]=1[C:9]([OH:11])=[O:10])=[O:5], predict the reactants needed to synthesize it. The reactants are: [CH3:1][C:2]1[C:37]([CH3:38])=[CH:36][CH:35]=[CH:34][C:3]=1[C:4]([NH:6][C:7]1[CH:19]=[C:18]([C:20]2[CH:25]=[CH:24][C:23]([O:26]C(OC(C)(C)C)=O)=[CH:22][CH:21]=2)[CH:17]=[CH:16][C:8]=1[C:9]([O:11]C(C)(C)C)=[O:10])=[O:5]. (5) Given the product [CH2:15]([C:14]1[C:18]([OH:17])=[C:10]([C:7]([CH3:9])([CH3:8])[CH2:6][C:5]([C:20]([F:22])([F:23])[F:21])([OH:24])[CH2:4][OH:3])[CH:11]=[CH:12][CH:13]=1)[CH3:16], predict the reactants needed to synthesize it. The reactants are: C([O:3][C:4](=O)[C:5]([OH:24])([C:20]([F:23])([F:22])[F:21])[CH2:6][C:7]([C:10]1[C:18]2[O:17][CH2:16][CH2:15][C:14]=2[CH:13]=[C:12](Br)[CH:11]=1)([CH3:9])[CH3:8])C.[H-].[Al+3].[Li+].[H-].[H-].[H-]. (6) Given the product [OH:26][CH2:25][C:5]1[CH:6]=[C:7]([O:9][CH2:10][CH2:11][N:12]([S:13]([C:16]2[CH:21]=[CH:20][CH:19]=[CH:18][C:17]=2[N+:22]([O-:24])=[O:23])(=[O:14])=[O:15])[CH2:35][CH2:28][CH2:29][C:30]([O:32][CH2:33][CH3:34])=[O:31])[CH:8]=[C:3]([CH2:2][OH:1])[N:4]=1, predict the reactants needed to synthesize it. The reactants are: [OH:1][CH2:2][C:3]1[CH:8]=[C:7]([O:9][CH2:10][CH2:11][NH:12][S:13]([C:16]2[CH:21]=[CH:20][CH:19]=[CH:18][C:17]=2[N+:22]([O-:24])=[O:23])(=[O:15])=[O:14])[CH:6]=[C:5]([CH2:25][OH:26])[N:4]=1.Br[CH:28]([CH3:35])[CH2:29][C:30]([O:32][CH2:33][CH3:34])=[O:31].C([O-])([O-])=O.[K+].[K+].